Task: Predict which catalyst facilitates the given reaction.. Dataset: Catalyst prediction with 721,799 reactions and 888 catalyst types from USPTO (1) Reactant: [C:1]([O:5][C:6]([N:8]([CH2:26][C:27]([O:29][C:30]([CH3:33])([CH3:32])[CH3:31])=[O:28])[C:9]1[CH:14]=[CH:13][CH:12]=[C:11]([CH2:15][NH:16][S:17]([C:20]2[CH:25]=[CH:24][CH:23]=[CH:22][N:21]=2)(=[O:19])=[O:18])[N:10]=1)=[O:7])([CH3:4])([CH3:3])[CH3:2].[CH2:34]([C:38]1[CH:39]=[C:40]([CH:43]=[CH:44][CH:45]=1)[CH2:41]O)[CH2:35][CH2:36][CH3:37].C(P(CCCC)CCCC)CCC.CN(C)C(N=NC(N(C)C)=O)=O. Product: [C:1]([O:5][C:6]([N:8]([CH2:26][C:27]([O:29][C:30]([CH3:33])([CH3:32])[CH3:31])=[O:28])[C:9]1[CH:14]=[CH:13][CH:12]=[C:11]([CH:15]([CH2:41][C:40]2[CH:43]=[CH:44][CH:45]=[C:38]([CH2:34][CH2:35][CH2:36][CH3:37])[CH:39]=2)[NH:16][S:17]([C:20]2[CH:25]=[CH:24][CH:23]=[CH:22][N:21]=2)(=[O:19])=[O:18])[N:10]=1)=[O:7])([CH3:4])([CH3:3])[CH3:2]. The catalyst class is: 132. (2) Reactant: ClCCl.[CH3:4][O:5][C:6]1[CH:11]=[CH:10][C:9]([NH:12][NH2:13])=[CH:8][CH:7]=1.C(N(CC)CC)C.[C:21](Cl)(=[O:26])[C:22]([CH3:25])([CH3:24])[CH3:23]. Product: [CH3:4][O:5][C:6]1[CH:11]=[CH:10][C:9]([NH:12][NH:13][C:21](=[O:26])[C:22]([CH3:25])([CH3:24])[CH3:23])=[CH:8][CH:7]=1. The catalyst class is: 6. (3) Reactant: Br[C:2]1[C:7]([N:8](COC)[S:9]([C:12]2[CH:17]=[CH:16][C:15]([C:18]([CH3:21])([CH3:20])[CH3:19])=[CH:14][CH:13]=2)(=[O:11])=[O:10])=[CH:6][C:5]([Cl:25])=[CH:4][N:3]=1.C[C:27]1[CH:32]=[CH:31][N:30]=[CH:29][C:28]=1[OH:33].[C:34](=O)([O-])[O-].[K+].[K+]. Product: [C:18]([C:15]1[CH:14]=[CH:13][C:12]([S:9]([NH:8][C:7]2[C:2]([O:33][C:28]3[C:29]([CH3:34])=[N:30][CH:31]=[CH:32][CH:27]=3)=[N:3][CH:4]=[C:5]([Cl:25])[CH:6]=2)(=[O:10])=[O:11])=[CH:17][CH:16]=1)([CH3:19])([CH3:20])[CH3:21]. The catalyst class is: 44. (4) Reactant: CN(C)C=O.[OH:6][C:7]1[CH:15]=[C:14]2[N:10]([C@H:11]([C:16]([O:18][CH2:19][CH3:20])=[O:17])[CH2:12][CH2:13]2)[C:9](=[O:21])[CH:8]=1.C(N(CC)CC)C.[F:29][C:30]([F:49])([F:48])[S:31](N(C1C=CC=CC=1)[S:31]([C:30]([F:49])([F:48])[F:29])(=[O:33])=[O:32])(=[O:33])=[O:32]. Product: [O:21]=[C:9]1[CH:8]=[C:7]([O:6][S:31]([C:30]([F:49])([F:48])[F:29])(=[O:33])=[O:32])[CH:15]=[C:14]2[N:10]1[C@H:11]([C:16]([O:18][CH2:19][CH3:20])=[O:17])[CH2:12][CH2:13]2. The catalyst class is: 6. (5) Reactant: [OH:1][C:2]1[CH:10]=[C:9]2[C:5]([CH2:6][CH2:7][CH2:8]2)=[CH:4][C:3]=1[C:11]([C:13]1[CH:18]=[CH:17][CH:16]=[CH:15][C:14]=1[CH3:19])=O.[H-].[Na+].Br[CH2:23][C:24]([O:26][CH2:27][CH3:28])=[O:25].O. Product: [CH3:19][C:14]1[CH:15]=[CH:16][CH:17]=[CH:18][C:13]=1[C:11]1[C:3]2[CH:4]=[C:5]3[C:9]([CH2:8][CH2:7][CH2:6]3)=[CH:10][C:2]=2[O:1][C:23]=1[C:24]([O:26][CH2:27][CH3:28])=[O:25]. The catalyst class is: 3. (6) Reactant: [F:1][C:2]1[CH:7]=[CH:6][C:5]([N:8]2[C:12]3[CH:13]=[C:14]4[C@:19]([C:21]([C:23]5[N:24]=[CH:25][S:26][CH:27]=5)=[O:22])([CH2:20][C:11]=3[CH:10]=[N:9]2)[CH2:18][N:17]([C:28]([O:30][C:31]([CH3:34])([CH3:33])[CH3:32])=[O:29])[CH2:16][CH2:15]4)=[CH:4][CH:3]=1.[H][H]. Product: [F:1][C:2]1[CH:3]=[CH:4][C:5]([N:8]2[C:12]3[CH2:13][C@H:14]4[C@:19]([C:21]([C:23]5[N:24]=[CH:25][S:26][CH:27]=5)=[O:22])([CH2:20][C:11]=3[CH:10]=[N:9]2)[CH2:18][N:17]([C:28]([O:30][C:31]([CH3:34])([CH3:33])[CH3:32])=[O:29])[CH2:16][CH2:15]4)=[CH:6][CH:7]=1. The catalyst class is: 19. (7) Reactant: [NH:1]1[CH:5]=[C:4]([CH:6]=[O:7])[N:3]=[CH:2]1.[H-].[Na+].[CH:10]1([CH2:16][CH2:17]Br)[CH2:15][CH2:14][CH2:13][CH2:12][CH2:11]1. Product: [CH:10]1([CH2:16][CH2:17][N:1]2[CH:5]=[C:4]([CH:6]=[O:7])[N:3]=[CH:2]2)[CH2:15][CH2:14][CH2:13][CH2:12][CH2:11]1. The catalyst class is: 7. (8) Reactant: [F:1][C:2]1[CH:3]=[C:4]([CH2:9][C:10]([NH:12][C@H:13]([C:15]([OH:17])=O)[CH3:14])=[O:11])[CH:5]=[C:6]([F:8])[CH:7]=1.Cl.[NH2:19][C@@H:20]([CH2:25][C:26]1[CH:27]=[N:28][CH:29]=[CH:30][CH:31]=1)[C:21]([O:23][CH3:24])=[O:22]. Product: [F:8][C:6]1[CH:5]=[C:4]([CH2:9][C:10]([NH:12][C@H:13]([C:15]([NH:19][C@@H:20]([CH2:25][C:26]2[CH:27]=[N:28][CH:29]=[CH:30][CH:31]=2)[C:21]([O:23][CH3:24])=[O:22])=[O:17])[CH3:14])=[O:11])[CH:3]=[C:2]([F:1])[CH:7]=1. The catalyst class is: 100. (9) Reactant: [OH-].[Na+].[Cl:3][C:4]1[CH:5]=[C:6]([C:14]2[O:18][N:17]=[C:16]([C:19]3[C:20]([CH2:33][CH2:34][CH3:35])=[C:21]([CH2:25][CH2:26][CH2:27][C:28]([O:30]CC)=[O:29])[CH:22]=[CH:23][CH:24]=3)[N:15]=2)[CH:7]=[CH:8][C:9]=1[O:10][CH:11]([CH3:13])[CH3:12].Cl. Product: [Cl:3][C:4]1[CH:5]=[C:6]([C:14]2[O:18][N:17]=[C:16]([C:19]3[C:20]([CH2:33][CH2:34][CH3:35])=[C:21]([CH2:25][CH2:26][CH2:27][C:28]([OH:30])=[O:29])[CH:22]=[CH:23][CH:24]=3)[N:15]=2)[CH:7]=[CH:8][C:9]=1[O:10][CH:11]([CH3:12])[CH3:13]. The catalyst class is: 30.